From a dataset of Catalyst prediction with 721,799 reactions and 888 catalyst types from USPTO. Predict which catalyst facilitates the given reaction. (1) Reactant: [OH:1][CH2:2][CH:3]1[CH2:8][CH2:7][N:6]([C:9]([O:11][CH2:12][C:13]2[CH:18]=[CH:17][CH:16]=[CH:15][CH:14]=2)=[O:10])[CH2:5][CH2:4]1.CC(OI1(OC(C)=O)(OC(C)=O)OC(=O)C2C=CC=CC1=2)=O.C(OCC)(=O)C.CCCCCC. Product: [CH:2]([CH:3]1[CH2:8][CH2:7][N:6]([C:9]([O:11][CH2:12][C:13]2[CH:14]=[CH:15][CH:16]=[CH:17][CH:18]=2)=[O:10])[CH2:5][CH2:4]1)=[O:1]. The catalyst class is: 4. (2) Reactant: [Br:1][C:2]1[N:7]=[C:6]([NH2:8])[C:5]([NH2:9])=[CH:4][CH:3]=1.[CH2:10](OC(OCC)OCC)C. Product: [Br:1][C:2]1[N:7]=[C:6]2[NH:8][CH:10]=[N:9][C:5]2=[CH:4][CH:3]=1. The catalyst class is: 106. (3) Reactant: [CH:1]([O:4][C:5]1[CH:10]=[C:9]([O:11][C:12]2[CH:17]=[CH:16][C:15]([C:18]([F:21])([F:20])[F:19])=[CH:14][N:13]=2)[CH:8]=[CH:7][C:6]=1[CH2:22][CH2:23][CH2:24][OH:25])([CH3:3])[CH3:2].O[C:27]1[CH:31]=[C:30]([CH2:32][CH2:33][C:34]([O:36]CC)=[O:35])[N:29]([CH3:39])[N:28]=1.C(P(CCCC)CCCC)CCC.N(C(N1CCCCC1)=O)=NC(N1CCCCC1)=O.O1CCCC1CO.[OH-].[Na+].Cl. Product: [CH:1]([O:4][C:5]1[CH:10]=[C:9]([O:11][C:12]2[CH:17]=[CH:16][C:15]([C:18]([F:19])([F:20])[F:21])=[CH:14][N:13]=2)[CH:8]=[CH:7][C:6]=1[CH2:22][CH2:23][CH2:24][O:25][C:27]1[CH:31]=[C:30]([CH2:32][CH2:33][C:34]([OH:36])=[O:35])[N:29]([CH3:39])[N:28]=1)([CH3:3])[CH3:2]. The catalyst class is: 7. (4) Reactant: C[OH:2].O.[Si]([O:11][CH2:12][CH2:13][O:14][C:15]1[C:16]([F:52])=[C:17]([CH:23]([NH:39][C:40]2[CH:45]=[CH:44][C:43]([C:46]3[N:50]=[C:49]([CH3:51])[O:48][N:47]=3)=[CH:42][CH:41]=2)[C:24]2[NH:25][C:26](=[O:38])[N:27]([C:29]3[C:34]([N+:35]([O-])=O)=[CH:33][CH:32]=[CH:31][N:30]=3)[N:28]=2)[CH:18]=[C:19]([O:21][CH3:22])[CH:20]=1)(C(C)(C)C)(C)C. Product: [C:49]([OH:2])(=[O:48])[CH3:51].[NH2:35][C:34]1[C:29]([N:27]2[C:26](=[O:38])[NH:25][C:24]([CH:23]([NH:39][C:40]3[CH:41]=[CH:42][C:43]([C:46]([NH2:50])=[NH:47])=[CH:44][CH:45]=3)[C:17]3[CH:18]=[C:19]([O:21][CH3:22])[CH:20]=[C:15]([O:14][CH2:13][CH2:12][OH:11])[C:16]=3[F:52])=[N:28]2)=[N:30][CH:31]=[CH:32][CH:33]=1. The catalyst class is: 770. (5) Reactant: [N+:1]([C:4]1[CH:5]=[CH:6][C:7]2[C:11]3[CH:12]=[CH:13][C:14]([N+:16]([O-])=O)=[CH:15][C:10]=3[S:9](=O)[C:8]=2[CH:20]=1)([O-])=O. Product: [CH:12]1[C:11]2[C:7]3[CH:6]=[CH:5][C:4]([NH2:1])=[CH:20][C:8]=3[S:9][C:10]=2[CH:15]=[C:14]([NH2:16])[CH:13]=1. The catalyst class is: 29. (6) Reactant: Cl.[CH:2]1([C:5]2[CH:26]=[C:25]([C:27](=O)[CH3:28])[CH:24]=[CH:23][C:6]=2[O:7][CH2:8][C:9]2[C:14]([CH3:15])=[CH:13][CH:12]=[CH:11][C:10]=2[N:16]2[C:20](=[O:21])[N:19]([CH3:22])[N:18]=[N:17]2)[CH2:4][CH2:3]1.Cl.[CH2:31]([O:33][NH2:34])C.O.C(=O)(O)[O-].[Na+]. Product: [CH:2]1([C:5]2[CH:26]=[C:25]([C:27](=[N:34][O:33][CH3:31])[CH3:28])[CH:24]=[CH:23][C:6]=2[O:7][CH2:8][C:9]2[C:14]([CH3:15])=[CH:13][CH:12]=[CH:11][C:10]=2[N:16]2[C:20](=[O:21])[N:19]([CH3:22])[N:18]=[N:17]2)[CH2:3][CH2:4]1. The catalyst class is: 8. (7) Reactant: Br[C:2]1[C:14]2[C:13]3[CH:12]=[C:11]([C:15]4C=NC=CC=4)C=[CH:9][C:8]=3N=C[C:5]=2[N:4](C(OC(C)(C)C)=O)[N:3]=1.C([O-])([O-])=[O:29].[K+].[K+].CC1(C)C(C)(C)OB([C:42]2[CH:47]=[CH:46][C:45]([C:48](O)([CH3:50])C)=[CH:44][CH:43]=2)O1.[CH3:53][N:54](C=O)[CH3:55]. Product: [CH3:15][C:11]1[O:29][C:9](/[CH:50]=[CH:48]/[C:45]2[CH:44]=[CH:43][C:42]([N:54]([CH3:55])[CH3:53])=[CH:47][CH:46]=2)=[CH:8][C:13](=[C:14]([C:2]#[N:3])[C:5]#[N:4])[CH:12]=1. The catalyst class is: 587. (8) Reactant: Br[CH2:2][C:3]([C:5]1[CH:6]=[C:7]([NH:13][S:14]([CH3:17])(=[O:16])=[O:15])[CH:8]=[C:9]([C:11]#[N:12])[CH:10]=1)=O.[Cl:18][C:19]1[N:24]=[N:23][C:22]([NH2:25])=[CH:21][CH:20]=1. Product: [Cl:18][C:19]1[CH:20]=[CH:21][C:22]2[N:23]([CH:2]=[C:3]([C:5]3[CH:6]=[C:7]([NH:13][S:14]([CH3:17])(=[O:16])=[O:15])[CH:8]=[C:9]([C:11]#[N:12])[CH:10]=3)[N:25]=2)[N:24]=1. The catalyst class is: 14. (9) Reactant: [Cl:1][C:2]1[CH:7]=[C:6]([F:8])[CH:5]=[CH:4][C:3]=1[CH2:9][C:10]([O:12][CH3:13])=[O:11].[CH2:14](Br)[CH:15]=[CH2:16]. Product: [Cl:1][C:2]1[CH:7]=[C:6]([F:8])[CH:5]=[CH:4][C:3]=1[CH:9]([CH2:16][CH:15]=[CH2:14])[C:10]([O:12][CH3:13])=[O:11]. The catalyst class is: 1. (10) Reactant: [CH3:1][O:2][C:3]([C:5]1[CH:6]=[C:7](B(O)O)[CH:8]=[CH:9][CH:10]=1)=[O:4].Br[C:15]1[CH:16]=[N:17][CH:18]=[CH:19][CH:20]=1.C([O-])([O-])=O.[K+].[K+].O1CCOCC1. Product: [N:17]1[CH:18]=[CH:19][CH:20]=[C:15]([C:7]2[CH:6]=[C:5]([CH:10]=[CH:9][CH:8]=2)[C:3]([O:2][CH3:1])=[O:4])[CH:16]=1. The catalyst class is: 263.